The task is: Predict the reactants needed to synthesize the given product.. This data is from Full USPTO retrosynthesis dataset with 1.9M reactions from patents (1976-2016). Given the product [C:1]([O:5][C:6]([C:8]1[C:9]([C:14]2[CH:19]=[CH:18][C:17]([CH2:20][N:21]3[C:25]([CH:26]=[O:41])=[C:24]([CH:29]=[CH2:30])[N:23]=[C:22]3[O:31][CH2:32][CH3:33])=[C:16]([F:34])[CH:15]=2)=[CH:10][CH:11]=[CH:12][CH:13]=1)=[O:7])([CH3:3])([CH3:2])[CH3:4], predict the reactants needed to synthesize it. The reactants are: [C:1]([O:5][C:6]([C:8]1[C:9]([C:14]2[CH:19]=[CH:18][C:17]([CH2:20][N:21]3[C:25]([CH:26]=NO)=[C:24]([CH2:29][CH3:30])[N:23]=[C:22]3[O:31][CH2:32][CH3:33])=[C:16]([F:34])[CH:15]=2)=[CH:10][CH:11]=[CH:12][CH:13]=1)=[O:7])([CH3:4])([CH3:3])[CH3:2].C([BH3-])#N.[Na+].C([O-])(=[O:41])C.[NH4+].[OH-].[NH4+].C(=O)(O)[O-].[Na+].